This data is from Peptide-MHC class II binding affinity with 134,281 pairs from IEDB. The task is: Regression. Given a peptide amino acid sequence and an MHC pseudo amino acid sequence, predict their binding affinity value. This is MHC class II binding data. (1) The peptide sequence is ASMVNGVIKILTYPW. The MHC is DRB3_0101 with pseudo-sequence DRB3_0101. The binding affinity (normalized) is 0. (2) The peptide sequence is AFKVAATAANTAPAN. The binding affinity (normalized) is 0.526. The MHC is HLA-DPA10103-DPB10301 with pseudo-sequence HLA-DPA10103-DPB10301. (3) The peptide sequence is IRDGLQYGWKTWGKN. The MHC is HLA-DQA10501-DQB10302 with pseudo-sequence HLA-DQA10501-DQB10302. The binding affinity (normalized) is 0. (4) The peptide sequence is DGQGKAVWGKNSCAK. The MHC is HLA-DPA10103-DPB10301 with pseudo-sequence HLA-DPA10103-DPB10301. The binding affinity (normalized) is 0.